From a dataset of Reaction yield outcomes from USPTO patents with 853,638 reactions. Predict the reaction yield, written as a fraction of the theoretical maximum amount of product (1.0 means a 100% yield; for example, 0.34 means a 34% yield). (1) The reactants are C[O:2][C:3](=[O:21])[CH2:4][CH2:5][CH2:6][CH2:7][N:8]1[CH:12]=[C:11]([C:13]2[CH:18]=[CH:17][CH:16]=[CH:15][C:14]=2[O:19]C)[N:10]=[N:9]1.Br. The product is [OH:19][C:14]1[CH:15]=[CH:16][CH:17]=[CH:18][C:13]=1[C:11]1[N:10]=[N:9][N:8]([CH2:7][CH2:6][CH2:5][CH2:4][C:3]([OH:21])=[O:2])[CH:12]=1. The catalyst is C(O)(=O)C. The yield is 0.670. (2) The reactants are [OH:1][CH2:2][C@@H:3]1[CH2:8][N:7]2[CH2:9][CH2:10][CH2:11][C@H:6]2[C:5](=[O:12])[NH:4]1.C(N(CC)CC)C.[Si:20](Cl)([C:23]([CH3:26])([CH3:25])[CH3:24])([CH3:22])[CH3:21]. The catalyst is CN(C)C=O.CN(C)C1C=CN=CC=1. The product is [CH3:24][C:23]([Si:20]([CH3:22])([CH3:21])[O:1][CH2:2][C@@H:3]1[CH2:8][N:7]2[CH2:9][CH2:10][CH2:11][C@H:6]2[C:5](=[O:12])[NH:4]1)([CH3:26])[CH3:25]. The yield is 0.660. (3) The product is [CH2:1]([O:5][C:6]1[C:18]([O:19][CH3:20])=[CH:17][CH:16]=[CH:15][C:7]=1[CH2:8][N:9]([CH3:14])[C:10](=[O:13])/[CH:11]=[CH:12]/[C:31]1[CH:42]=[N:41][C:34]2[NH:35][C:36](=[O:40])[CH2:37][NH:38][CH2:39][C:33]=2[CH:32]=1)[CH:2]([CH3:3])[CH3:4]. The yield is 0.230. The reactants are [CH2:1]([O:5][C:6]1[C:18]([O:19][CH3:20])=[CH:17][CH:16]=[CH:15][C:7]=1[CH2:8][N:9]([CH3:14])[C:10](=[O:13])[CH:11]=[CH2:12])[CH:2]([CH3:4])[CH3:3].C(N(C(C)C)CC)(C)C.Br[C:31]1[CH:42]=[N:41][C:34]2[NH:35][C:36](=[O:40])[CH2:37][NH:38][CH2:39][C:33]=2[CH:32]=1.CC1C=CC=CC=1P(C1C=CC=CC=1C)C1C=CC=CC=1C. The catalyst is C(#N)CC.CN(C=O)C. (4) The reactants are Cl[C:2]1[C:3]([C:16]2[CH:21]=[CH:20][CH:19]=[CH:18][CH:17]=2)=[N:4][C:5]2[C:10]([N:11]=1)=[CH:9][C:8]([C:12]([O:14][CH3:15])=[O:13])=[CH:7][CH:6]=2.[C:22]1(B(O)O)[C:31]2[C:26](=[CH:27][CH:28]=[CH:29][CH:30]=2)[CH:25]=[CH:24][CH:23]=1. No catalyst specified. The product is [C:30]1([C:2]2[C:3]([C:16]3[CH:21]=[CH:20][CH:19]=[CH:18][CH:17]=3)=[N:4][C:5]3[C:10]([N:11]=2)=[CH:9][C:8]([C:12]([O:14][CH3:15])=[O:13])=[CH:7][CH:6]=3)[C:31]2[C:26](=[CH:25][CH:24]=[CH:23][CH:22]=2)[CH:27]=[CH:28][CH:29]=1. The yield is 0.690. (5) The yield is 0.870. The product is [O:1]=[C:2]1[C:10]2([C:14]3=[CH:15][C:16]4[O:20][CH2:19][O:18][C:17]=4[CH:21]=[C:13]3[O:12][CH2:11]2)[C:9]2[C:4](=[CH:5][CH:6]=[CH:7][CH:8]=2)[N:3]1[CH2:22][C:23]([OH:25])=[O:24]. The reactants are [O:1]=[C:2]1[C:10]2([C:14]3=[CH:15][C:16]4[O:20][CH2:19][O:18][C:17]=4[CH:21]=[C:13]3[O:12][CH2:11]2)[C:9]2[C:4](=[CH:5][CH:6]=[CH:7][CH:8]=2)[N:3]1[CH2:22][C:23]([O:25]CC)=[O:24].O.[OH-].[Li+].Cl. The catalyst is C1COCC1.O. (6) The reactants are [C:1]([C:4]1[CH:5]=[C:6]([CH:11]=[C:12]([Br:15])[C:13]=1[OH:14])[C:7]([O:9][CH3:10])=[O:8])(=[O:3])[CH3:2].C[Si]([N-][Si](C)(C)C)(C)C.[Li+].[C:26](=S)=[S:27].OS(O)(=O)=O.S. The catalyst is C1COCC1.C(Cl)Cl.O. The product is [Br:15][C:12]1[CH:11]=[C:6]([C:7]([O:9][CH3:10])=[O:8])[CH:5]=[C:4]2[C:13]=1[O:14][C:26](=[S:27])[CH:2]=[C:1]2[OH:3]. The yield is 0.630. (7) The reactants are [OH:1][C:2]([C:4](F)(F)F)=O.OC(C(F)(F)F)=O.[F:15][CH2:16][CH2:17][N:18]1[CH2:23][CH2:22][NH:21][CH2:20][CH2:19]1.C(=O)([O-])[O-].[K+].[K+].BrCCO.BrC(O)C. The catalyst is C(#N)C. The product is [F:15][CH2:16][CH2:17][N:18]1[CH2:23][CH2:22][N:21]([CH2:4][CH2:2][OH:1])[CH2:20][CH2:19]1. The yield is 0.660.